Dataset: Full USPTO retrosynthesis dataset with 1.9M reactions from patents (1976-2016). Task: Predict the reactants needed to synthesize the given product. (1) Given the product [Cl:29][CH2:28][CH2:27][CH2:26][CH2:25][O:1][C:2]1[CH:11]=[C:10]2[C:5]([CH:6]=[CH:7][C:8](=[O:12])[NH:9]2)=[CH:4][CH:3]=1, predict the reactants needed to synthesize it. The reactants are: [OH:1][C:2]1[CH:11]=[C:10]2[C:5]([CH:6]=[CH:7][C:8](=[O:12])[NH:9]2)=[CH:4][CH:3]=1.CN(C=O)C.C(=O)([O-])[O-].[K+].[K+].Br[CH2:25][CH2:26][CH2:27][CH2:28][Cl:29]. (2) Given the product [CH3:17][N:18]([CH3:26])[C:19]1[CH:25]=[CH:24][C:22]([NH:23][C:10]2[N:11]=[CH:12][C:7]3[CH:6]=[CH:5][C:4](=[O:16])[N:3]([CH2:1][CH3:2])[C:8]=3[N:9]=2)=[CH:21][CH:20]=1, predict the reactants needed to synthesize it. The reactants are: [CH2:1]([N:3]1[C:8]2[N:9]=[C:10](S(C)=O)[N:11]=[CH:12][C:7]=2[CH:6]=[CH:5][C:4]1=[O:16])[CH3:2].[CH3:17][N:18]([CH3:26])[C:19]1[CH:25]=[CH:24][C:22]([NH2:23])=[CH:21][CH:20]=1.